Dataset: Catalyst prediction with 721,799 reactions and 888 catalyst types from USPTO. Task: Predict which catalyst facilitates the given reaction. Reactant: [CH2:1]([O:8][C:9]1[CH:10]=[C:11]([S:15][C:16]2[CH:21]=[CH:20][C:19]([CH2:22][CH2:23][CH2:24][C:25]([C:32]([O:34]CC)=[O:33])([CH3:31])[C:26]([O:28][CH2:29][CH3:30])=[O:27])=[C:18]([Cl:37])[CH:17]=2)[CH:12]=[CH:13][CH:14]=1)[C:2]1[CH:7]=[CH:6][CH:5]=[CH:4][CH:3]=1.[OH-].[K+].Cl. Product: [CH2:1]([O:8][C:9]1[CH:10]=[C:11]([S:15][C:16]2[CH:21]=[CH:20][C:19]([CH2:22][CH2:23][CH2:24][C:25]([C:26]([O:28][CH2:29][CH3:30])=[O:27])([CH3:31])[C:32]([OH:34])=[O:33])=[C:18]([Cl:37])[CH:17]=2)[CH:12]=[CH:13][CH:14]=1)[C:2]1[CH:3]=[CH:4][CH:5]=[CH:6][CH:7]=1. The catalyst class is: 40.